Dataset: Forward reaction prediction with 1.9M reactions from USPTO patents (1976-2016). Task: Predict the product of the given reaction. (1) Given the reactants [NH2:1][C:2]1[C:3]([C:21]([NH2:23])=[O:22])=[N:4][C:5]([C:15]2[CH:16]=[N:17][CH:18]=[CH:19][CH:20]=2)=[N:6][C:7]=1[NH:8][C:9]1[CH:14]=[CH:13][CH:12]=[CH:11][CH:10]=1.N[C:25]1C(C(OC)=O)=NC(C2C=NC=CC=2)=NC=1NC1C=CC=CC=1.N, predict the reaction product. The product is: [C:9]1([N:8]2[CH:25]=[N:1][C:2]3[C:7]2=[N:6][C:5]([C:15]2[CH:16]=[N:17][CH:18]=[CH:19][CH:20]=2)=[N:4][C:3]=3[C:21]([NH2:23])=[O:22])[CH:10]=[CH:11][CH:12]=[CH:13][CH:14]=1. (2) Given the reactants [OH:1][C:2]1([CH3:8])[CH2:7][CH2:6][S:5][CH2:4][CH2:3]1.C(N(CC)CC)C.[C:16](Cl)(=[O:20])[C:17]([CH3:19])=[CH2:18], predict the reaction product. The product is: [C:16]([O:1][C:2]1([CH3:8])[CH2:7][CH2:6][S:5][CH2:4][CH2:3]1)(=[O:20])[C:17]([CH3:19])=[CH2:18]. (3) Given the reactants Br[C:2]1[CH:3]=[C:4]2[C:8](=[CH:9][CH:10]=1)[N:7]([CH:11]1[CH2:16][CH2:15][CH2:14][CH2:13][O:12]1)[N:6]=[C:5]2[C:17]([O:19][CH3:20])=[O:18].[O-]P([O-])([O-])=O.[K+].[K+].[K+].[N:29]1[CH:34]=[CH:33][CH:32]=[C:31](B(O)O)[CH:30]=1, predict the reaction product. The product is: [N:29]1[CH:34]=[CH:33][CH:32]=[C:31]([C:2]2[CH:3]=[C:4]3[C:8](=[CH:9][CH:10]=2)[N:7]([CH:11]2[CH2:16][CH2:15][CH2:14][CH2:13][O:12]2)[N:6]=[C:5]3[C:17]([O:19][CH3:20])=[O:18])[CH:30]=1. (4) Given the reactants Cl.Cl.[S:3]1[C:7]2[CH:8]=[CH:9][CH:10]=[CH:11][C:6]=2[N:5]=[C:4]1[O:12][C:13]1[CH:21]=[C:20]2[C:16]([C:17]([CH2:22][N:23]3[CH2:28][CH2:27][CH:26]([NH2:29])[CH2:25][CH2:24]3)=[CH:18][NH:19]2)=[CH:15][CH:14]=1.CCN(CC)CC.[C:37](OC(=O)C)(=[O:39])[CH3:38], predict the reaction product. The product is: [S:3]1[C:7]2[CH:8]=[CH:9][CH:10]=[CH:11][C:6]=2[N:5]=[C:4]1[O:12][C:13]1[CH:21]=[C:20]2[C:16]([C:17]([CH2:22][N:23]3[CH2:28][CH2:27][CH:26]([NH:29][C:37](=[O:39])[CH3:38])[CH2:25][CH2:24]3)=[CH:18][NH:19]2)=[CH:15][CH:14]=1. (5) Given the reactants Cl[C:2]1[C:3]2[C:13]3[CH2:14][CH2:15][CH2:16][CH2:17][C:12]=3[S:11][C:4]=2[N:5]=[C:6]([CH2:8][O:9][CH3:10])[N:7]=1.Cl.[CH:19]1([NH:22][CH3:23])[CH2:21][CH2:20]1, predict the reaction product. The product is: [CH:19]1([N:22]([C:2]2[C:3]3[C:13]4[CH2:14][CH2:15][CH2:16][CH2:17][C:12]=4[S:11][C:4]=3[N:5]=[C:6]([CH2:8][O:9][CH3:10])[N:7]=2)[CH3:23])[CH2:21][CH2:20]1.